Regression. Given two drug SMILES strings and cell line genomic features, predict the synergy score measuring deviation from expected non-interaction effect. From a dataset of NCI-60 drug combinations with 297,098 pairs across 59 cell lines. (1) Synergy scores: CSS=6.73, Synergy_ZIP=-2.62, Synergy_Bliss=-1.37, Synergy_Loewe=-3.33, Synergy_HSA=-0.278. Cell line: EKVX. Drug 1: CNC(=O)C1=CC=CC=C1SC2=CC3=C(C=C2)C(=NN3)C=CC4=CC=CC=N4. Drug 2: C#CCC(CC1=CN=C2C(=N1)C(=NC(=N2)N)N)C3=CC=C(C=C3)C(=O)NC(CCC(=O)O)C(=O)O. (2) Drug 1: CS(=O)(=O)C1=CC(=C(C=C1)C(=O)NC2=CC(=C(C=C2)Cl)C3=CC=CC=N3)Cl. Drug 2: CN1C(=O)N2C=NC(=C2N=N1)C(=O)N. Cell line: NCI-H522. Synergy scores: CSS=2.07, Synergy_ZIP=1.13, Synergy_Bliss=-1.40, Synergy_Loewe=-9.88, Synergy_HSA=-6.88. (3) Drug 1: CCC(=C(C1=CC=CC=C1)C2=CC=C(C=C2)OCCN(C)C)C3=CC=CC=C3.C(C(=O)O)C(CC(=O)O)(C(=O)O)O. Drug 2: CNC(=O)C1=NC=CC(=C1)OC2=CC=C(C=C2)NC(=O)NC3=CC(=C(C=C3)Cl)C(F)(F)F. Cell line: SF-295. Synergy scores: CSS=-0.879, Synergy_ZIP=0.718, Synergy_Bliss=0.335, Synergy_Loewe=-0.824, Synergy_HSA=-1.60. (4) Drug 1: C1C(C(OC1N2C=NC3=C(N=C(N=C32)Cl)N)CO)O. Drug 2: CS(=O)(=O)CCNCC1=CC=C(O1)C2=CC3=C(C=C2)N=CN=C3NC4=CC(=C(C=C4)OCC5=CC(=CC=C5)F)Cl. Cell line: UACC62. Synergy scores: CSS=25.2, Synergy_ZIP=0.151, Synergy_Bliss=-0.996, Synergy_Loewe=-27.4, Synergy_HSA=-1.25. (5) Drug 1: C1CCN(CC1)CCOC2=CC=C(C=C2)C(=O)C3=C(SC4=C3C=CC(=C4)O)C5=CC=C(C=C5)O. Drug 2: C1=NC2=C(N1)C(=S)N=CN2. Cell line: HOP-62. Synergy scores: CSS=16.7, Synergy_ZIP=-0.711, Synergy_Bliss=-2.60, Synergy_Loewe=-10.6, Synergy_HSA=-5.27.